From a dataset of Reaction yield outcomes from USPTO patents with 853,638 reactions. Predict the reaction yield, written as a fraction of the theoretical maximum amount of product (1.0 means a 100% yield; for example, 0.34 means a 34% yield). (1) The reactants are C[O:2][C:3]([C:5]1[CH:6]=[CH:7][C:8]2[O:12][C:11]([C:13]([CH2:31][CH3:32])([C:16]3[CH:21]=[CH:20][C:19]([O:22][CH2:23][CH:24]([OH:29])[C:25]([CH3:28])([CH3:27])[CH3:26])=[C:18]([CH3:30])[CH:17]=3)[CH2:14][CH3:15])=[CH:10][C:9]=2[CH:33]=1)=[O:4].[OH-].[Na+]. The catalyst is CO.C1COCC1. The product is [CH2:14]([C:13]([C:11]1[O:12][C:8]2[CH:7]=[CH:6][C:5]([C:3]([OH:4])=[O:2])=[CH:33][C:9]=2[CH:10]=1)([C:16]1[CH:21]=[CH:20][C:19]([O:22][CH2:23][CH:24]([OH:29])[C:25]([CH3:27])([CH3:28])[CH3:26])=[C:18]([CH3:30])[CH:17]=1)[CH2:31][CH3:32])[CH3:15]. The yield is 0.990. (2) The reactants are Cl[C:2]1[CH:11]=[C:10]2[C:5]([CH:6]=[C:7]([C:13]3[C:14]([F:21])=[CH:15][C:16]([F:20])=[C:17]([NH2:19])[CH:18]=3)[C:8]([CH3:12])=[N:9]2)=[CH:4][N:3]=1.[CH3:22][NH2:23]. The catalyst is CCOC(C)=O. The product is [NH2:19][C:17]1[C:16]([F:20])=[CH:15][C:14]([F:21])=[C:13]([C:7]2[C:8]([CH3:12])=[N:9][C:10]3[C:5]([CH:6]=2)=[CH:4][N:3]=[C:2]([NH:23][CH3:22])[CH:11]=3)[CH:18]=1. The yield is 0.980. (3) The reactants are I[C:2]1[CH:3]=[C:4]([CH:7]=[CH:8][CH:9]=1)[C:5]#[N:6].[C:10]1([SH:16])[CH:15]=[CH:14][CH:13]=[CH:12][CH:11]=1.C([O-])([O-])=O.[K+].[K+].C(O)CO. The catalyst is [Cu]I.CC(O)C. The yield is 0.860. The product is [C:10]1([S:16][C:2]2[CH:9]=[CH:8][CH:7]=[C:4]([C:5]#[N:6])[CH:3]=2)[CH:15]=[CH:14][CH:13]=[CH:12][CH:11]=1. (4) The reactants are [CH3:1][O:2][C:3]1[CH:4]=[C:5]2[C:10](=[CH:11][C:12]=1[O:13][CH3:14])[N:9]=[CH:8][CH:7]=[C:6]2[O:15][C:16]1[CH:21]=[CH:20][C:19]([N+:22]([O-:24])=[O:23])=[CH:18][C:17]=1[F:25].[Cl-].[Al+3].[Cl-].[Cl-].[CH3:30][CH2:31][CH2:32][CH2:33][CH2:34][CH3:35].C(OCC)(=O)C. The catalyst is C(Cl)(Cl)Cl. The product is [CH2:1]([O:2][C:3]1[CH:4]=[C:5]2[C:10](=[CH:11][C:12]=1[O:13][CH3:14])[N:9]=[CH:8][CH:7]=[C:6]2[O:15][C:16]1[CH:21]=[CH:20][C:19]([N+:22]([O-:24])=[O:23])=[CH:18][C:17]=1[F:25])[C:32]1[CH:31]=[CH:30][CH:35]=[CH:34][CH:33]=1. The yield is 0.270. (5) The reactants are [Br:1][C:2]1[CH:7]=[CH:6][C:5]([CH3:8])=[CH:4][N:3]=1.[Br:9]N1C(=O)CCC1=O. The catalyst is C(Cl)(Cl)(Cl)Cl.C(OOC(=O)C1C=CC=CC=1)(=O)C1C=CC=CC=1. The product is [Br:1][C:2]1[CH:7]=[CH:6][C:5]([CH2:8][Br:9])=[CH:4][N:3]=1. The yield is 0.200.